This data is from Retrosynthesis with 50K atom-mapped reactions and 10 reaction types from USPTO. The task is: Predict the reactants needed to synthesize the given product. (1) The reactants are: Cc1ccc(N)cc1F.O=c1[nH]c2ncccc2c2cc(Cl)ccc12. Given the product Cc1ccc(Nc2ccc3c(=O)[nH]c4ncccc4c3c2)cc1F, predict the reactants needed to synthesize it. (2) Given the product CC(C)(C)OC(=O)N1CC[C@H](C(O)C2CCC2)C1, predict the reactants needed to synthesize it. The reactants are: CC(C)(C)OC(=O)N1CC[C@H](C(=O)C2CCC2)C1. (3) Given the product CCCCc1nnc2ccccc2c1Cc1ccc(C#N)cc1, predict the reactants needed to synthesize it. The reactants are: CCCCc1nnc2ccccc2c1Cl.N#Cc1ccc(CBr)cc1. (4) Given the product C=Cn1c(C)c(C)c2cnnc(OCc3ccccc3)c21, predict the reactants needed to synthesize it. The reactants are: C=Cn1c(C)c(C)c2cnnc(Cl)c21.OCc1ccccc1. (5) The reactants are: Cc1cccc(C)c1NC(=O)CCl.O=C1CCCN1. Given the product Cc1cccc(C)c1NC(=O)CN1CCCC1=O, predict the reactants needed to synthesize it. (6) Given the product Cc1ccc(NC(=O)c2cc(Oc3ccc(S(C)(=O)=O)cc3)c3cc(C)sc3c2)nc1, predict the reactants needed to synthesize it. The reactants are: CCOC(=O)c1cc(Oc2ccc(S(C)(=O)=O)cc2)c2cc(C)sc2c1.Cc1ccc(N)nc1. (7) Given the product CCCCCCCCCCCCCCCCNc1ccc(CCC(=O)OCCCO)cc1, predict the reactants needed to synthesize it. The reactants are: CCCCCCCCCCCCCCCCNc1ccc(CCC(=O)O)cc1.OCCCO. (8) Given the product CN(Cc1ccc(Cl)nc1)C1CCCC1, predict the reactants needed to synthesize it. The reactants are: CNC1CCCC1.ClCc1ccc(Cl)nc1.